The task is: Predict the reaction yield, written as a fraction of the theoretical maximum amount of product (1.0 means a 100% yield; for example, 0.34 means a 34% yield).. This data is from Reaction yield outcomes from USPTO patents with 853,638 reactions. (1) The reactants are [NH2:1][C:2]1[C:7]([C:8]#[N:9])=[C:6]([CH:10]2[CH2:15][CH2:14][CH2:13][N:12]([C:16]([O:18][C:19]([CH3:22])([CH3:21])[CH3:20])=[O:17])[CH2:11]2)[CH:5]=[C:4]([C:23]2[C:28]([O:29][CH2:30][C:31]3[CH:36]=[CH:35][C:34]([O:37][CH3:38])=[CH:33][CH:32]=3)=[CH:27][CH:26]=[CH:25][C:24]=2[NH2:39])[N:3]=1.C(O)(=O)C.[CH:44](=O)[C:45]1[CH:50]=[CH:49][CH:48]=[CH:47][CH:46]=1.C([BH3-])#N.[Na+]. The catalyst is CO. The product is [NH2:1][C:2]1[C:7]([C:8]#[N:9])=[C:6]([CH:10]2[CH2:15][CH2:14][CH2:13][N:12]([C:16]([O:18][C:19]([CH3:22])([CH3:21])[CH3:20])=[O:17])[CH2:11]2)[CH:5]=[C:4]([C:23]2[C:28]([O:29][CH2:30][C:31]3[CH:32]=[CH:33][C:34]([O:37][CH3:38])=[CH:35][CH:36]=3)=[CH:27][CH:26]=[CH:25][C:24]=2[NH:39][CH2:44][C:45]2[CH:50]=[CH:49][CH:48]=[CH:47][CH:46]=2)[N:3]=1. The yield is 0.850. (2) The reactants are [CH3:1][N:2]([CH3:22])[CH2:3][CH2:4][O:5][CH:6]1[CH2:11][CH2:10][N:9](C(OCC2C=CC=CC=2)=O)[CH2:8][CH2:7]1. The catalyst is [Pd].CCO.C(OCC)C. The product is [CH3:1][N:2]([CH3:22])[CH2:3][CH2:4][O:5][CH:6]1[CH2:11][CH2:10][NH:9][CH2:8][CH2:7]1. The yield is 0.559. (3) The reactants are Cl.[C:2](=[NH:7])([O:4][CH2:5][CH3:6])[CH3:3].C(N(CC)CC)C.[C:15](Cl)(=[O:22])[C:16]1[CH:21]=[CH:20][CH:19]=[CH:18][CH:17]=1. The catalyst is C1(C)C=CC=CC=1. The product is [CH2:5]([O:4][C:2](=[N:7][C:15](=[O:22])[C:16]1[CH:21]=[CH:20][CH:19]=[CH:18][CH:17]=1)[CH3:3])[CH3:6]. The yield is 0.820. (4) The reactants are [Cl:1][C:2]1[CH:10]=[C:9]2[C:5]([C:6]([C:11]([O:13][CH3:14])=[O:12])=[CH:7][NH:8]2)=[CH:4][C:3]=1B1OCC(C)(C)CO1.Br[C:24]1[CH:37]=[CH:36][C:27]([O:28][C@H:29]2[CH2:34][CH2:33][CH2:32][CH2:31][C@@H:30]2[OH:35])=[CH:26][CH:25]=1.C(=O)([O-])[O-].[K+].[K+].C(OCC)(=O)C. The catalyst is C1(C)C=CC=CC=1.C(O)C.C1C=CC(P(C2C=CC=CC=2)[C-]2C=CC=C2)=CC=1.C1C=CC(P(C2C=CC=CC=2)[C-]2C=CC=C2)=CC=1.Cl[Pd]Cl.[Fe+2]. The product is [Cl:1][C:2]1[CH:10]=[C:9]2[C:5]([C:6]([C:11]([O:13][CH3:14])=[O:12])=[CH:7][NH:8]2)=[CH:4][C:3]=1[C:24]1[CH:37]=[CH:36][C:27]([O:28][C@H:29]2[CH2:34][CH2:33][CH2:32][CH2:31][C@@H:30]2[OH:35])=[CH:26][CH:25]=1. The yield is 0.900. (5) The reactants are [F:1][C:2]([F:13])([F:12])[C:3]([C:6]1[O:10][N:9]=[C:8]([NH2:11])[CH:7]=1)([CH3:5])[CH3:4].C(=O)([O-])[O-].[K+].[K+].Cl[C:21]([O:23][C:24]1[CH:29]=[CH:28][C:27]([Cl:30])=[CH:26][CH:25]=1)=[O:22]. The catalyst is C1COCC1. The product is [F:13][C:2]([F:1])([F:12])[C:3]([C:6]1[O:10][N:9]=[C:8]([NH:11][C:21](=[O:22])[O:23][C:24]2[CH:29]=[CH:28][C:27]([Cl:30])=[CH:26][CH:25]=2)[CH:7]=1)([CH3:5])[CH3:4]. The yield is 0.390.